From a dataset of Forward reaction prediction with 1.9M reactions from USPTO patents (1976-2016). Predict the product of the given reaction. (1) Given the reactants [F:1][C:2]([F:7])([F:6])[CH:3]([OH:5])[CH3:4].[H-].[Na+].Cl[C:11]1[CH:12]=[CH:13][C:14]([C:17]#[N:18])=[N:15][CH:16]=1.C(=O)([O-])[O-].[Na+].[Na+], predict the reaction product. The product is: [F:1][C:2]([F:7])([F:6])[CH:3]([CH3:4])[O:5][C:11]1[CH:12]=[CH:13][C:14]([C:17]#[N:18])=[N:15][CH:16]=1. (2) Given the reactants [NH2:1][C:2]1[C:3]([N:10]2[CH2:15][CH2:14][CH:13]([N:16]3[C:20]4[CH:21]=[CH:22][CH:23]=[CH:24][C:19]=4[NH:18][C:17]3=[O:25])[CH2:12][CH2:11]2)=[N:4][CH:5]=[N:6][C:7]=1[NH:8][CH3:9].CN(C(O[N:34]1N=N[C:36]2[CH:37]=[CH:38][CH:39]=[N:40][C:35]1=2)=[N+](C)C)C.F[P-](F)(F)(F)(F)F.N1C=CC(C(O)=O)=NC=1, predict the reaction product. The product is: [CH3:9][N:8]1[C:36]([C:37]2[CH:38]=[CH:39][N:40]=[CH:35][N:34]=2)=[N:1][C:2]2[C:7]1=[N:6][CH:5]=[N:4][C:3]=2[N:10]1[CH2:11][CH2:12][CH:13]([N:16]2[C:20]3[CH:21]=[CH:22][CH:23]=[CH:24][C:19]=3[NH:18][C:17]2=[O:25])[CH2:14][CH2:15]1. (3) Given the reactants [CH2:1]([C:3]1([CH3:12])[NH:7][C:6](=S)[C:5]([CH2:10][CH3:11])([CH3:9])[NH:4]1)[CH3:2].[OH-].[Na+].OO.[OH:17]S([O-])=O.[Na+], predict the reaction product. The product is: [CH2:1]([C:3]1([CH3:12])[NH:7][C:6](=[O:17])[C:5]([CH2:10][CH3:11])([CH3:9])[NH:4]1)[CH3:2]. (4) The product is: [ClH:20].[C:1]([S:5]([C:8]1[CH:9]=[C:10]2[C:15](=[CH:16][C:17]=1[O:18][CH3:19])[N:14]=[CH:13][CH:12]=[C:11]2[NH:21][C:22]1[C:26]([CH3:27])=[C:25]([C:28]([O:30][CH2:31][CH3:32])=[O:29])[NH:24][N:23]=1)(=[O:7])=[O:6])([CH3:4])([CH3:3])[CH3:2]. Given the reactants [C:1]([S:5]([C:8]1[CH:9]=[C:10]2[C:15](=[CH:16][C:17]=1[O:18][CH3:19])[N:14]=[CH:13][CH:12]=[C:11]2[Cl:20])(=[O:7])=[O:6])([CH3:4])([CH3:3])[CH3:2].[NH2:21][C:22]1[C:26]([CH3:27])=[C:25]([C:28]([O:30][CH2:31][CH3:32])=[O:29])[NH:24][N:23]=1, predict the reaction product. (5) Given the reactants Br[C:2]1[C:3]([CH3:15])=[C:4]([O:13][CH3:14])[C:5]2[O:9][CH:8]([CH3:10])[CH2:7][C:6]=2[C:11]=1[CH3:12].[CH3:16][O:17][C:18]1[CH:19]=[C:20]([N:24]2[CH2:29][CH2:28][NH:27][CH2:26][CH2:25]2)[CH:21]=[CH:22][CH:23]=1, predict the reaction product. The product is: [CH3:16][O:17][C:18]1[CH:19]=[C:20]([N:24]2[CH2:29][CH2:28][N:27]([C:2]3[C:3]([CH3:15])=[C:4]([O:13][CH3:14])[C:5]4[O:9][CH:8]([CH3:10])[CH2:7][C:6]=4[C:11]=3[CH3:12])[CH2:26][CH2:25]2)[CH:21]=[CH:22][CH:23]=1.